From a dataset of Full USPTO retrosynthesis dataset with 1.9M reactions from patents (1976-2016). Predict the reactants needed to synthesize the given product. (1) Given the product [Cl:9][C:10]1[CH:11]=[C:12]([C:19]2[CH:23]=[CH:22][N:21]([CH2:24][C@@H:25]([NH:27][C:28]([C:30]3[N:31]=[C:32]([CH3:40])[N:33]([CH2:35][CH2:36][C:37]([OH:39])([CH3:4])[CH3:38])[CH:34]=3)=[O:29])[CH3:26])[N:20]=2)[CH:13]=[C:14]([F:18])[C:15]=1[C:16]#[N:17], predict the reactants needed to synthesize it. The reactants are: C[Mg]Br.[CH3:4]COCC.[Cl:9][C:10]1[CH:11]=[C:12]([C:19]2[CH:23]=[CH:22][N:21]([CH2:24][C@@H:25]([NH:27][C:28]([C:30]3[N:31]=[C:32]([CH3:40])[N:33]([CH2:35][CH2:36][C:37](=[O:39])[CH3:38])[CH:34]=3)=[O:29])[CH3:26])[N:20]=2)[CH:13]=[C:14]([F:18])[C:15]=1[C:16]#[N:17].[Cl-].[NH4+]. (2) Given the product [CH2:15]([N:14]([CH2:19][CH3:18])[C:1](=[O:25])[C:2]1[CH:7]=[CH:6][CH:5]=[CH:4][CH:3]=1)[CH3:16], predict the reactants needed to synthesize it. The reactants are: [CH:1]([N:14]1[CH2:19][CH2:18]N[CH2:16][CH2:15]1)(C1C=CC=CC=1)[C:2]1[CH:7]=[CH:6][CH:5]=[CH:4][CH:3]=1.C(Br)C=C.C(=O)([O-])[O-:25].[Na+].[Na+].